From a dataset of Peptide-MHC class I binding affinity with 185,985 pairs from IEDB/IMGT. Regression. Given a peptide amino acid sequence and an MHC pseudo amino acid sequence, predict their binding affinity value. This is MHC class I binding data. (1) The peptide sequence is NPPVPGHIF. The MHC is HLA-A68:02 with pseudo-sequence HLA-A68:02. The binding affinity (normalized) is 0. (2) The MHC is HLA-A02:19 with pseudo-sequence HLA-A02:19. The peptide sequence is KLKKKSAFY. The binding affinity (normalized) is 0.0847. (3) The peptide sequence is RQHGFTPSK. The MHC is HLA-B18:01 with pseudo-sequence HLA-B18:01. The binding affinity (normalized) is 0.0847. (4) The peptide sequence is YVYFYDLSY. The MHC is HLA-A69:01 with pseudo-sequence HLA-A69:01. The binding affinity (normalized) is 0.275. (5) The peptide sequence is FLNISWFYI. The MHC is HLA-A30:01 with pseudo-sequence HLA-A30:01. The binding affinity (normalized) is 0.301.